Dataset: NCI-60 drug combinations with 297,098 pairs across 59 cell lines. Task: Regression. Given two drug SMILES strings and cell line genomic features, predict the synergy score measuring deviation from expected non-interaction effect. Drug 1: CC(C1=C(C=CC(=C1Cl)F)Cl)OC2=C(N=CC(=C2)C3=CN(N=C3)C4CCNCC4)N. Drug 2: CC1=CC=C(C=C1)C2=CC(=NN2C3=CC=C(C=C3)S(=O)(=O)N)C(F)(F)F. Cell line: HOP-92. Synergy scores: CSS=21.8, Synergy_ZIP=-2.13, Synergy_Bliss=3.48, Synergy_Loewe=4.10, Synergy_HSA=4.38.